From a dataset of Catalyst prediction with 721,799 reactions and 888 catalyst types from USPTO. Predict which catalyst facilitates the given reaction. (1) Reactant: C([O-])([O-])=O.[K+].[K+].Br[CH2:8][CH2:9][OH:10].[F:11][C:12]1[CH:17]=[CH:16][C:15]([C:18]2[O:19][C:20]3[CH:31]=[C:30]([NH:32][S:33]([CH3:36])(=[O:35])=[O:34])[C:29]([C:37]4[CH:42]=[CH:41][CH:40]=[CH:39][CH:38]=4)=[CH:28][C:21]=3[C:22]=2[C:23]([O:25][CH2:26][CH3:27])=[O:24])=[CH:14][CH:13]=1. Product: [F:11][C:12]1[CH:13]=[CH:14][C:15]([C:18]2[O:19][C:20]3[CH:31]=[C:30]([N:32]([CH2:8][CH2:9][OH:10])[S:33]([CH3:36])(=[O:34])=[O:35])[C:29]([C:37]4[CH:38]=[CH:39][CH:40]=[CH:41][CH:42]=4)=[CH:28][C:21]=3[C:22]=2[C:23]([O:25][CH2:26][CH3:27])=[O:24])=[CH:16][CH:17]=1. The catalyst class is: 3. (2) The catalyst class is: 47. Product: [O:1]1[CH2:6][CH2:5][CH2:4][CH2:3][CH:2]1[C:7]([OH:11])=[O:8]. Reactant: [O:1]1[CH2:6][CH2:5][CH2:4][CH2:3][CH:2]1[CH2:7][OH:8].C(OC1C(OC(=O)C)=C(I)C=CC=1)(=[O:11])C.CC1(C)N([O])C(C)(C)CCC1. (3) Reactant: [NH2:1][C:2]1[N:7]=[C:6]2[N:8]([CH3:21])[N:9]=[C:10]([C:11]3[CH:12]=[C:13]([CH:16]=[CH:17][C:18]=3[O:19][CH3:20])[CH:14]=[O:15])[C:5]2=[CH:4][N:3]=1.[BH4-].[Na+]. Product: [NH2:1][C:2]1[N:7]=[C:6]2[N:8]([CH3:21])[N:9]=[C:10]([C:11]3[CH:12]=[C:13]([CH2:14][OH:15])[CH:16]=[CH:17][C:18]=3[O:19][CH3:20])[C:5]2=[CH:4][N:3]=1. The catalyst class is: 92. (4) Reactant: [NH:1]([C:3]([O:5][CH2:6][CH3:7])=[O:4])[NH2:2].[CH:8]1[CH:13]=[CH:12][C:11](/[CH:14]=[CH:15]/[CH:16]=O)=[CH:10][CH:9]=1. Product: [C:11]1(/[CH:14]=[CH:15]/[CH:16]=[N:2]/[NH:1][C:3]([O:5][CH2:6][CH3:7])=[O:4])[CH:12]=[CH:13][CH:8]=[CH:9][CH:10]=1. The catalyst class is: 8.